Task: Predict which catalyst facilitates the given reaction.. Dataset: Catalyst prediction with 721,799 reactions and 888 catalyst types from USPTO (1) Reactant: [CH3:1][N:2]([CH3:28])[C:3]1[CH:27]=[CH:26][C:6]([CH2:7][CH2:8][N:9]2[CH2:13][CH2:12][C@H:11]([O:14]C(=O)C3C=CC([N+]([O-])=O)=CC=3)[CH2:10]2)=[CH:5][CH:4]=1.O1CCCC1.O.[Li+].[OH-]. Product: [CH3:28][N:2]([CH3:1])[C:3]1[CH:4]=[CH:5][C:6]([CH2:7][CH2:8][N:9]2[CH2:13][CH2:12][C@H:11]([OH:14])[CH2:10]2)=[CH:26][CH:27]=1. The catalyst class is: 5. (2) Reactant: [F:1][C:2]1[CH:3]=[C:4]2[C:20](=[O:21])[NH:19][N:18]=[C:7]3[CH2:8][C:9]([CH3:17])([CH3:16])[C:10](=[O:15])[C:11]4[NH:12][C:13]([CH:14]=1)=[C:5]2[C:6]=43.[BH4-].[Na+]. Product: [F:1][C:2]1[CH:3]=[C:4]2[C:20](=[O:21])[NH:19][N:18]=[C:7]3[CH2:8][C:9]([CH3:17])([CH3:16])[CH:10]([OH:15])[C:11]4[NH:12][C:13]([CH:14]=1)=[C:5]2[C:6]=43. The catalyst class is: 5. (3) Product: [Cl:1][C:2]1[N:3]=[C:4]([N:11]2[CH2:16][CH2:15][O:14][CH2:13][CH2:12]2)[C:5]2[S:10][C:9]([C:23]([OH:24])([CH3:25])[CH3:22])=[CH:8][C:6]=2[N:7]=1. Reactant: [Cl:1][C:2]1[N:3]=[C:4]([N:11]2[CH2:16][CH2:15][O:14][CH2:13][CH2:12]2)[C:5]2[S:10][CH:9]=[CH:8][C:6]=2[N:7]=1.[Li]CCCC.[CH3:22][C:23]([CH3:25])=[O:24]. The catalyst class is: 1. (4) Reactant: [NH2:1][C:2]1[C:9]([Br:10])=[CH:8][C:7]([Br:11])=[CH:6][C:3]=1[C:4]#[N:5].[CH3:12][C:13](C)([O-])[CH3:14].[K+].C(Br)C=C.O. Product: [CH2:14]([NH:1][C:2]1[C:9]([Br:10])=[CH:8][C:7]([Br:11])=[CH:6][C:3]=1[C:4]#[N:5])[CH:13]=[CH2:12]. The catalyst class is: 7. (5) Reactant: [CH:1]1([S:4]([C:7]2[CH:12]=[CH:11][C:10]([CH:13]([C:21]3[NH:25][C:24]([C:26]4[CH:31]=[CH:30][CH:29]=[CH:28][N:27]=4)=[CH:23][CH:22]=3)[CH2:14][CH:15]3[CH2:20][CH2:19][O:18][CH2:17][CH2:16]3)=[CH:9][CH:8]=2)(=[O:6])=[O:5])[CH2:3][CH2:2]1.[Cl:32]N1C(=O)CCC1=O. Product: [Cl:32][C:22]1[CH:23]=[C:24]([C:26]2[CH:31]=[CH:30][CH:29]=[CH:28][N:27]=2)[NH:25][C:21]=1[CH:13]([C:10]1[CH:9]=[CH:8][C:7]([S:4]([CH:1]2[CH2:2][CH2:3]2)(=[O:6])=[O:5])=[CH:12][CH:11]=1)[CH2:14][CH:15]1[CH2:20][CH2:19][O:18][CH2:17][CH2:16]1. The catalyst class is: 54.